From a dataset of Full USPTO retrosynthesis dataset with 1.9M reactions from patents (1976-2016). Predict the reactants needed to synthesize the given product. (1) Given the product [CH3:49][C:38]1[C:37]([CH3:50])=[C:36]([O:35][CH2:34][C:24]2[C:25]3[O:29][C:28]([CH2:30][CH2:31][CH3:32])=[CH:27][C:26]=3[CH:33]=[C:22]([C:8]#[C:7][C:9]([F:12])([F:11])[F:10])[CH:23]=2)[CH:41]=[CH:40][C:39]=1[CH2:42][CH2:43][C:44]([O:46][CH2:47][CH3:48])=[O:45], predict the reactants needed to synthesize it. The reactants are: [Li]CCCC.Br[C:7]([C:9]([F:12])([F:11])[F:10])=[CH2:8].CN(CCN(C)C)C.I[C:22]1[CH:23]=[C:24]([CH2:34][O:35][C:36]2[CH:41]=[CH:40][C:39]([CH2:42][CH2:43][C:44]([O:46][CH2:47][CH3:48])=[O:45])=[C:38]([CH3:49])[C:37]=2[CH3:50])[C:25]2[O:29][C:28]([CH2:30][CH2:31][CH3:32])=[CH:27][C:26]=2[CH:33]=1. (2) Given the product [F:15][C:12]([F:13])([F:14])[CH:11]([O:10][C:5]1[C:4]([NH2:1])=[CH:9][CH:8]=[CH:7][N:6]=1)[CH3:16], predict the reactants needed to synthesize it. The reactants are: [N+:1]([C:4]1[C:5]([O:10][CH:11]([CH3:16])[C:12]([F:15])([F:14])[F:13])=[N:6][CH:7]=[CH:8][CH:9]=1)([O-])=O.